This data is from Catalyst prediction with 721,799 reactions and 888 catalyst types from USPTO. The task is: Predict which catalyst facilitates the given reaction. (1) Reactant: [CH:1]1([C:6]2[CH:11]=[C:10]([C:12]3[C:24]4[C:23]([CH3:25])=[C:22]([CH3:26])[S:21][C:20]=4[C:19]([Br:27])=[C:18]4[C:13]=3[CH:14]=[CH:15][CH:16]=[CH:17]4)[CH:9]=[CH:8][C:7]=2[OH:28])[CH2:5][CH2:4][CH2:3][CH2:2]1.Br[CH2:30][CH2:31][CH2:32][C:33]([O:35][CH3:36])=[O:34].[H-].[Na+].C(=O)([O-])[O-].[K+].[K+]. Product: [CH3:36][O:35][C:33](=[O:34])[CH2:32][CH2:31][CH2:30][O:28][C:7]1[CH:8]=[CH:9][C:10]([C:12]2[C:24]3[C:23]([CH3:25])=[C:22]([CH3:26])[S:21][C:20]=3[C:19]([Br:27])=[C:18]3[C:13]=2[CH:14]=[CH:15][CH:16]=[CH:17]3)=[CH:11][C:6]=1[CH:1]1[CH2:2][CH2:3][CH2:4][CH2:5]1. The catalyst class is: 48. (2) Reactant: ClC(Cl)(Cl)C(Cl)(Cl)Cl.[F:9][C:10]1[CH:11]=[CH:12][C:13]([NH:16][NH:17][C:18]([N:20]2[CH2:25][CH2:24][CH2:23][CH2:22][CH2:21]2)=O)=[N:14][CH:15]=1.C1(P(C2C=CC=CC=2)C2C=CC=CC=2)C=CC=CC=1.C(N(CC)CC)C. Product: [F:9][C:10]1[CH:11]=[CH:12][C:13]2[N:14]([C:18]([N:20]3[CH2:25][CH2:24][CH2:23][CH2:22][CH2:21]3)=[N:17][N:16]=2)[CH:15]=1. The catalyst class is: 1. (3) Reactant: [NH:1]1[C:9]2[C:4](=[CH:5][C:6]([C:10]3[C:19]([N:20]4[CH2:25][CH2:24][CH2:23][CH2:22][CH2:21]4)=[N:18][C:17]4[C:12](=[CH:13][CH:14]=[C:15]([C:26]([O:28]C)=[O:27])[CH:16]=4)[N:11]=3)=[CH:7][CH:8]=2)[CH:3]=[CH:2]1.[OH-].[Na+].O. Product: [NH:1]1[C:9]2[C:4](=[CH:5][C:6]([C:10]3[C:19]([N:20]4[CH2:21][CH2:22][CH2:23][CH2:24][CH2:25]4)=[N:18][C:17]4[C:12](=[CH:13][CH:14]=[C:15]([C:26]([OH:28])=[O:27])[CH:16]=4)[N:11]=3)=[CH:7][CH:8]=2)[CH:3]=[CH:2]1. The catalyst class is: 5. (4) Reactant: [CH2:1]([N:3]1[CH2:8][CH2:7][NH:6][C:5](=[O:9])[C:4]1=[O:10])[CH3:2].[H-].[Na+].Br[CH2:14][C:15]([O:17][CH2:18][CH3:19])=[O:16].ClCCl. Product: [CH2:18]([O:17][C:15](=[O:16])[CH2:14][N:6]1[CH2:7][CH2:8][N:3]([CH2:1][CH3:2])[C:4](=[O:10])[C:5]1=[O:9])[CH3:19]. The catalyst class is: 5. (5) Reactant: [Br:1][C:2]1[CH:24]=[CH:23][C:5]2[C:6]3[N:10](CCO[C:4]=2[CH:3]=1)[CH:9]=[C:8]([C:14]1[N:15]([CH:20]([CH3:22])[CH3:21])[N:16]=[C:17]([CH3:19])[N:18]=1)[N:7]=3.Cl.BrC1C=CC(C(N)=N)=C([F:36])C=1.C(=O)([O-])O.[K+].BrCC(C1N(C(C)C)N=C(C)N=1)=O. Product: [Br:1][C:2]1[CH:24]=[CH:23][C:5]([C:6]2[NH:10][CH:9]=[C:8]([C:14]3[N:15]([CH:20]([CH3:22])[CH3:21])[N:16]=[C:17]([CH3:19])[N:18]=3)[N:7]=2)=[C:4]([F:36])[CH:3]=1. The catalyst class is: 20. (6) Reactant: C[O:2][C:3](=[O:15])[CH2:4][C:5]1[CH:6]=[C:7]2[C:12](=[CH:13][CH:14]=1)[N:11]=[CH:10][CH:9]=[CH:8]2.O.[OH-].[Na+].Cl. Product: [N:11]1[C:12]2[C:7](=[CH:6][C:5]([CH2:4][C:3]([OH:15])=[O:2])=[CH:14][CH:13]=2)[CH:8]=[CH:9][CH:10]=1. The catalyst class is: 5. (7) Reactant: [C:1]([O:5][C:6]([N:8]1[CH2:11][C:10](=O)[CH2:9]1)=[O:7])([CH3:4])([CH3:3])[CH3:2].Cl.[F:14][C:15]1([F:21])[CH2:20][CH2:19][NH:18][CH2:17][CH2:16]1.C(O[BH-](OC(=O)C)OC(=O)C)(=O)C.[Na+]. Product: [C:1]([O:5][C:6]([N:8]1[CH2:11][CH:10]([N:18]2[CH2:19][CH2:20][C:15]([F:21])([F:14])[CH2:16][CH2:17]2)[CH2:9]1)=[O:7])([CH3:4])([CH3:3])[CH3:2]. The catalyst class is: 26.